This data is from Full USPTO retrosynthesis dataset with 1.9M reactions from patents (1976-2016). The task is: Predict the reactants needed to synthesize the given product. (1) Given the product [S:1]1[CH:5]=[CH:4][CH:3]=[C:2]1[C:6]1[CH:7]=[CH:22][N:21]=[C:19]([NH:18][CH2:17][CH2:16][N:12]2[CH2:13][CH2:14][NH:15][C:11]2=[O:10])[N:20]=1, predict the reactants needed to synthesize it. The reactants are: [S:1]1[CH:5]=[CH:4][CH:3]=[C:2]1[C:6](=O)[CH3:7].Cl.[O:10]=[C:11]1[NH:15][CH2:14][CH2:13][N:12]1[CH2:16][CH2:17][NH:18][C:19]([NH2:21])=[NH:20].[C:22](=O)([O-])[O-].[Cs+].[Cs+]. (2) Given the product [CH3:31][O:30][C:27]1[CH:28]=[CH:29][C:24]([CH2:23][N:1]([C:2]2[CH:7]=[CH:6][CH:5]=[CH:4][CH:3]=2)[S:9]([C:12]2[CH:21]=[CH:20][C:15]([C:16]([OH:18])=[O:17])=[CH:14][CH:13]=2)(=[O:11])=[O:10])=[CH:25][CH:26]=1, predict the reactants needed to synthesize it. The reactants are: [NH2:1][C:2]1[CH:7]=[CH:6][CH:5]=[CH:4][CH:3]=1.Cl[S:9]([C:12]1[CH:21]=[CH:20][C:15]([C:16]([O:18]C)=[O:17])=[CH:14][CH:13]=1)(=[O:11])=[O:10].Cl[CH2:23][C:24]1[CH:29]=[CH:28][C:27]([O:30][CH3:31])=[CH:26][CH:25]=1. (3) The reactants are: ClC(OC1C=CC([N+]([O-])=O)=CC=1)=[O:3].[O:14]=[C:15]1[N:20]([C:21]2[CH:26]=[CH:25][CH:24]=[C:23]([C:27]([F:30])([F:29])[F:28])[CH:22]=2)[C:19]2[CH2:31][CH2:32][C:33](=[O:34])[C:18]=2[CH:17]([C:35]2[CH:42]=[CH:41][C:38]([C:39]#[N:40])=[CH:37][C:36]=2[F:43])[NH:16]1.[CH:44]([N:47]([CH2:51]C)C(C)C)(C)C.CN. Given the product [C:39]([C:38]1[CH:41]=[CH:42][C:35]([CH:17]2[N:16]([C:51]([NH:47][CH3:44])=[O:3])[C:15](=[O:14])[N:20]([C:21]3[CH:26]=[CH:25][CH:24]=[C:23]([C:27]([F:28])([F:29])[F:30])[CH:22]=3)[C:19]3[CH2:31][CH2:32][C:33](=[O:34])[C:18]2=3)=[C:36]([F:43])[CH:37]=1)#[N:40], predict the reactants needed to synthesize it. (4) The reactants are: C([O:3][C:4]([C:6]1[NH:7][C:8]2[C:13]([CH:14]=1)=[CH:12][C:11]([CH:15]1[CH2:20][CH2:19][N:18]([C:21]([O:23][C:24]([CH3:27])([CH3:26])[CH3:25])=[O:22])[CH2:17][CH2:16]1)=[CH:10][CH:9]=2)=[O:5])C.[OH-].[Li+].Cl. Given the product [C:24]([O:23][C:21]([N:18]1[CH2:19][CH2:20][CH:15]([C:11]2[CH:12]=[C:13]3[C:8](=[CH:9][CH:10]=2)[NH:7][C:6]([C:4]([OH:5])=[O:3])=[CH:14]3)[CH2:16][CH2:17]1)=[O:22])([CH3:27])([CH3:25])[CH3:26], predict the reactants needed to synthesize it. (5) Given the product [F:27][C:28]1[C:29]2[CH:30]=[C:31]3[C:40]4[N:41]=[C:42]([C:2]5[C:3]([N:21]([CH3:26])[S:22]([CH3:25])(=[O:24])=[O:23])=[CH:4][C:5]6[O:9][C:8]([C:10]7[O:11][C:12]([CH3:15])=[N:13][N:14]=7)=[C:7]([C:16]([NH:18][CH3:19])=[O:17])[C:6]=6[CH:20]=5)[CH:43]=[CH:44][C:39]=4[O:38][CH2:37][N:32]3[C:33]=2[CH:34]=[CH:35][CH:36]=1, predict the reactants needed to synthesize it. The reactants are: Br[C:2]1[C:3]([N:21]([CH3:26])[S:22]([CH3:25])(=[O:24])=[O:23])=[CH:4][C:5]2[O:9][C:8]([C:10]3[O:11][C:12]([CH3:15])=[N:13][N:14]=3)=[C:7]([C:16]([NH:18][CH3:19])=[O:17])[C:6]=2[CH:20]=1.[F:27][C:28]1[C:29]2[CH:30]=[C:31]3[C:40]4[N:41]=[C:42]([Sn](C)(C)C)[CH:43]=[CH:44][C:39]=4[O:38][CH2:37][N:32]3[C:33]=2[CH:34]=[CH:35][CH:36]=1.[Li+].[Cl-]. (6) The reactants are: Br[C:2]1[CH:7]=[CH:6][CH:5]=[C:4]([N+:8]([O-:10])=[O:9])[CH:3]=1.[CH3:11][C@H:12]1[CH2:16][CH2:15][CH2:14][NH:13]1.C([O-])([O-])=O.[Cs+].[Cs+].CC(C1C=C(C(C)C)C(C2C=CC=CC=2P(C2CCCCC2)C2CCCCC2)=C(C(C)C)C=1)C. Given the product [CH3:11][C@H:12]1[CH2:16][CH2:15][CH2:14][N:13]1[C:2]1[CH:7]=[CH:6][CH:5]=[C:4]([N+:8]([O-:10])=[O:9])[CH:3]=1, predict the reactants needed to synthesize it.